The task is: Predict which catalyst facilitates the given reaction.. This data is from Catalyst prediction with 721,799 reactions and 888 catalyst types from USPTO. (1) Reactant: [NH2:1][C@H:2]1[CH2:7][CH2:6][C@H:5]([NH2:8])[CH2:4][CH2:3]1.[Cl:9][C:10]1[N:18]=[C:17]2[C:13]([N:14]=[CH:15][N:16]2[CH:19]2[CH2:23][CH2:22][O:21][CH2:20]2)=[C:12]([NH:24][CH2:25][C:26]2[CH:31]=[CH:30][CH:29]=[CH:28][CH:27]=2)[N:11]=1.C(OCC)(=O)C. Product: [ClH:9].[ClH:9].[NH2:1][CH:2]1[CH2:7][CH2:6][CH:5]([NH:8][C:10]2[N:18]=[C:17]3[C:13]([N:14]=[CH:15][N:16]3[CH:19]3[CH2:23][CH2:22][O:21][CH2:20]3)=[C:12]([NH:24][CH2:25][C:26]3[CH:31]=[CH:30][CH:29]=[CH:28][CH:27]=3)[N:11]=2)[CH2:4][CH2:3]1. The catalyst class is: 6. (2) Product: [CH2:18]([O:17][C:15](=[O:16])[C:14]([C:2]1[N:7]2[CH:8]=[CH:9][N:10]=[C:6]2[CH:5]=[CH:4][CH:3]=1)=[O:20])[CH3:19]. The catalyst class is: 7. Reactant: Br[C:2]1[N:7]2[CH:8]=[CH:9][N:10]=[C:6]2[CH:5]=[CH:4][CH:3]=1.BrCC.[C:14](OCC)(=[O:20])[C:15]([O:17][CH2:18][CH3:19])=[O:16]. (3) Reactant: [Li+].[BH4-].Cl[Si](C)(C)C.Cl.[NH2:9][C:10]([C:15]1[CH:20]=[CH:19][C:18]([F:21])=[CH:17][C:16]=1[F:22])([CH3:14])[C:11](O)=[O:12]. Product: [NH2:9][C:10]([C:15]1[CH:20]=[CH:19][C:18]([F:21])=[CH:17][C:16]=1[F:22])([CH3:14])[CH2:11][OH:12]. The catalyst class is: 1. (4) Reactant: [NH2:1][C:2]([C:27]#[N:28])([CH3:26])[CH2:3][O:4][C:5]1[CH:6]=[C:7]([CH:10]=[CH:11][C:12]=1[O:13][C:14]1[CH:19]=[CH:18][C:17]([O:20][C:21]([F:24])([F:23])[F:22])=[CH:16][C:15]=1[Cl:25])[C:8]#[N:9].C(NC(C)C)(C)C.[F:36][C:37]([F:49])([F:48])[S:38][C:39]1[CH:47]=[CH:46][C:42]([C:43](Cl)=[O:44])=[CH:41][CH:40]=1. Product: [C:27]([C:2]([NH:1][C:43](=[O:44])[C:42]1[CH:46]=[CH:47][C:39]([S:38][C:37]([F:49])([F:36])[F:48])=[CH:40][CH:41]=1)([CH3:26])[CH2:3][O:4][C:5]1[CH:6]=[C:7]([C:8]#[N:9])[CH:10]=[CH:11][C:12]=1[O:13][C:14]1[CH:19]=[CH:18][C:17]([O:20][C:21]([F:23])([F:24])[F:22])=[CH:16][C:15]=1[Cl:25])#[N:28]. The catalyst class is: 4. (5) Reactant: [NH2:1][C:2]1[CH:7]=[CH:6][C:5]([N+:8]([O-:10])=[O:9])=[CH:4][N:3]=1.[C:11]1([N:17]=[C:18]=[O:19])[CH:16]=[CH:15][CH:14]=[CH:13][CH:12]=1. Product: [N+:8]([C:5]1[CH:6]=[CH:7][C:2]([NH:1][C:18]([NH:17][C:11]2[CH:16]=[CH:15][CH:14]=[CH:13][CH:12]=2)=[O:19])=[N:3][CH:4]=1)([O-:10])=[O:9]. The catalyst class is: 11. (6) Reactant: [F:1][C:2]([F:12])([F:11])[O:3][C:4]1[CH:5]=[C:6]([OH:10])[CH:7]=[CH:8][CH:9]=1.[C:13]([O-])([O-])=O.[K+].[K+].C.[I].CCOC(C)=O. Product: [CH3:13][O:10][C:6]1[CH:7]=[CH:8][CH:9]=[C:4]([O:3][C:2]([F:11])([F:12])[F:1])[CH:5]=1. The catalyst class is: 3. (7) Reactant: [NH2:1][C:2]1[CH:9]=[CH:8][C:7]([C:10]2[N:15]=[C:14]3[N:16](C4CCCCO4)[N:17]=[CH:18][C:13]3=[C:12]([CH:25]([F:27])[F:26])[CH:11]=2)=[CH:6][C:3]=1[C:4]#[N:5].Cl.C(=O)([O-])O.[Na+]. The catalyst class is: 71. Product: [NH2:1][C:2]1[CH:9]=[CH:8][C:7]([C:10]2[N:15]=[C:14]3[NH:16][N:17]=[CH:18][C:13]3=[C:12]([CH:25]([F:27])[F:26])[CH:11]=2)=[CH:6][C:3]=1[C:4]#[N:5]. (8) Reactant: [CH3:1][O:2][CH2:3][C@H:4]1[CH2:9][CH2:8][CH2:7][C@H:6]([N:10]2C(=O)C3C(=CC=CC=3)C2=O)[CH2:5]1.NN. Product: [CH3:1][O:2][CH2:3][C@H:4]1[CH2:9][CH2:8][CH2:7][C@H:6]([NH2:10])[CH2:5]1. The catalyst class is: 14. (9) Reactant: [C:1]([Si:5]([CH3:21])([CH3:20])[O:6][CH:7]([CH3:19])[CH2:8][N:9]1[C:17]2[C:12](=[CH:13][CH:14]=[C:15]([OH:18])[CH:16]=2)[CH:11]=[N:10]1)([CH3:4])([CH3:3])[CH3:2].[Br:22]N1C(=O)CCC1=O.S(=O)(O)[O-].[Na+]. Product: [Br:22][C:16]1[C:15]([OH:18])=[CH:14][CH:13]=[C:12]2[C:17]=1[N:9]([CH2:8][CH:7]([O:6][Si:5]([C:1]([CH3:3])([CH3:4])[CH3:2])([CH3:21])[CH3:20])[CH3:19])[N:10]=[CH:11]2. The catalyst class is: 1.